This data is from Full USPTO retrosynthesis dataset with 1.9M reactions from patents (1976-2016). The task is: Predict the reactants needed to synthesize the given product. Given the product [CH2:1]([C:5]1[CH:10]=[CH:9][C:8]([C:11]#[C:12][C:13]2[CH:20]=[CH:19][C:16]([CH2:17][NH:22][C:23]3[CH:35]=[CH:34][C:26]4[O:27][C:28]([CH3:32])([CH3:33])[O:29][C:30](=[O:31])[C:25]=4[CH:24]=3)=[C:15]([F:21])[CH:14]=2)=[CH:7][CH:6]=1)[CH2:2][CH2:3][CH3:4], predict the reactants needed to synthesize it. The reactants are: [CH2:1]([C:5]1[CH:10]=[CH:9][C:8]([C:11]#[C:12][C:13]2[CH:20]=[CH:19][C:16]([CH:17]=O)=[C:15]([F:21])[CH:14]=2)=[CH:7][CH:6]=1)[CH2:2][CH2:3][CH3:4].[NH2:22][C:23]1[CH:35]=[CH:34][C:26]2[O:27][C:28]([CH3:33])([CH3:32])[O:29][C:30](=[O:31])[C:25]=2[CH:24]=1.